The task is: Predict the reactants needed to synthesize the given product.. This data is from Full USPTO retrosynthesis dataset with 1.9M reactions from patents (1976-2016). (1) Given the product [Cl:18][C:19]1[C:20]([F:28])=[C:21]([CH2:2][CH:1]=[O:4])[C:22]([F:25])=[CH:23][CH:24]=1, predict the reactants needed to synthesize it. The reactants are: [C:1]([O-:4])(=O)[CH3:2].C([O-])(=O)C.C([O-])(=O)C.C([O-])(=O)C.[Pb+4].[Cl:18][C:19]1[CH:24]=[CH:23][C:22]([F:25])=[C:21](C=C)[C:20]=1[F:28].O. (2) Given the product [N:31]([CH2:12][CH:13]1[CH2:17][C:16]2[CH:18]=[CH:19][CH:20]=[C:21]([C:22]3[C:27]([Cl:28])=[CH:26][C:25]([Cl:29])=[CH:24][C:23]=3[Cl:30])[C:15]=2[O:14]1)=[N+:32]=[N-:33], predict the reactants needed to synthesize it. The reactants are: CC1C=CC(S(O[CH2:12][CH:13]2[CH2:17][C:16]3[CH:18]=[CH:19][CH:20]=[C:21]([C:22]4[C:27]([Cl:28])=[CH:26][C:25]([Cl:29])=[CH:24][C:23]=4[Cl:30])[C:15]=3[O:14]2)(=O)=O)=CC=1.[N-:31]=[N+:32]=[N-:33].[Na+].N(CC1CC2C=C(Cl)C=C(C3C=CSC=3)C=2O1)=[N+]=[N-]. (3) Given the product [CH3:33][S:34]([O:19][CH2:18][CH2:17][CH:16]([C:10]1[CH:11]=[C:12]([Br:15])[CH:13]=[CH:14][C:9]=1[O:8][CH2:1][C:2]1[CH:3]=[CH:4][CH:5]=[CH:6][CH:7]=1)[C:20]1[CH:25]=[CH:24][CH:23]=[CH:22][CH:21]=1)(=[O:36])=[O:35], predict the reactants needed to synthesize it. The reactants are: [CH2:1]([O:8][C:9]1[CH:14]=[CH:13][C:12]([Br:15])=[CH:11][C:10]=1[CH:16]([C:20]1[CH:25]=[CH:24][CH:23]=[CH:22][CH:21]=1)[CH2:17][CH2:18][OH:19])[C:2]1[CH:7]=[CH:6][CH:5]=[CH:4][CH:3]=1.C(N(CC)CC)C.[CH3:33][S:34](Cl)(=[O:36])=[O:35].Cl. (4) Given the product [C:24]([O:28][C:29]([N:31]1[CH2:36][CH2:35][CH:34]([C:37](=[O:42])[C:7]2[CH:6]=[C:5]([C:8]([F:9])([F:10])[F:11])[CH:4]=[CH:3][C:2]=2[F:1])[CH2:33][CH2:32]1)=[O:30])([CH3:27])([CH3:26])[CH3:25], predict the reactants needed to synthesize it. The reactants are: [F:1][C:2]1[CH:7]=[CH:6][C:5]([C:8]([F:11])([F:10])[F:9])=[CH:4][CH:3]=1.CC(O)C.C(=O)=O.C([Li])CCC.[C:24]([O:28][C:29]([N:31]1[CH2:36][CH2:35][CH:34]([C:37](=[O:42])N(OC)C)[CH2:33][CH2:32]1)=[O:30])([CH3:27])([CH3:26])[CH3:25].